From a dataset of Full USPTO retrosynthesis dataset with 1.9M reactions from patents (1976-2016). Predict the reactants needed to synthesize the given product. (1) Given the product [C:11]1([N:1]2[C:5]3[CH:6]=[CH:7][CH:8]=[CH:9][C:4]=3[N:3]=[CH:2]2)[CH:16]=[CH:15][CH:14]=[CH:13][CH:12]=1, predict the reactants needed to synthesize it. The reactants are: [NH:1]1[C:5]2[CH:6]=[CH:7][CH:8]=[CH:9][C:4]=2[N:3]=[CH:2]1.I[C:11]1[CH:16]=[CH:15][CH:14]=[CH:13][CH:12]=1.N1C2C(=CC=C3C=2N=CC=C3)C=CC=1. (2) Given the product [Br:1][C:2]1[CH:10]=[CH:9][C:5]([C:6]([Cl:15])=[O:7])=[C:4]([F:11])[CH:3]=1, predict the reactants needed to synthesize it. The reactants are: [Br:1][C:2]1[CH:10]=[CH:9][C:5]([C:6](O)=[O:7])=[C:4]([F:11])[CH:3]=1.C(Cl)(=O)C([Cl:15])=O.CN(C=O)C. (3) Given the product [CH2:18]([NH:22][C:23]([O:13][C:12]1[C:5]([C:1]([CH3:4])([CH3:3])[CH3:2])=[CH:6][C:7]([CH:8]=[O:9])=[CH:10][C:11]=1[C:14]([CH3:17])([CH3:16])[CH3:15])=[O:24])[CH2:19][CH2:20][CH3:21], predict the reactants needed to synthesize it. The reactants are: [C:1]([C:5]1[CH:6]=[C:7]([CH:10]=[C:11]([C:14]([CH3:17])([CH3:16])[CH3:15])[C:12]=1[OH:13])[CH:8]=[O:9])([CH3:4])([CH3:3])[CH3:2].[CH2:18]([N:22]=[C:23]=[O:24])[CH2:19][CH2:20][CH3:21]. (4) Given the product [NH3:16].[Cl:69][CH2:20][CH2:21][CH2:22][O:23][C:24]1[CH:33]=[C:32]2[C:27]([C:28]([NH:34][C:35]3[CH:39]=[C:38]([CH2:40][C:41]([NH:43][C:44]4[CH:49]=[CH:48][CH:47]=[C:46]([F:50])[C:45]=4[F:51])=[O:42])[NH:37][N:36]=3)=[N:29][CH:30]=[N:31]2)=[CH:26][C:25]=1[O:52][CH3:53], predict the reactants needed to synthesize it. The reactants are: P(OCC[N:16]([CH2:20][CH2:21][CH2:22][O:23][C:24]1[CH:33]=[C:32]2[C:27]([C:28]([NH:34][C:35]3[CH:39]=[C:38]([CH2:40][C:41]([NH:43][C:44]4[CH:49]=[CH:48][CH:47]=[C:46]([F:50])[C:45]=4[F:51])=[O:42])[NH:37][N:36]=3)=[N:29][CH:30]=[N:31]2)=[CH:26][C:25]=1[O:52][CH3:53])CCC)(OC(C)(C)C)(OC(C)(C)C)=O.C(O)(=O)C.FC1C(F)=CC=CC=1N.P(Cl)(Cl)([Cl:69])=O. (5) Given the product [CH2:1]([O:5][C:6]1[CH:14]=[CH:13][C:9]([C:10]([NH:18][C:17]2[CH:19]=[CH:20][C:21]([F:23])=[CH:22][C:16]=2[F:15])=[O:12])=[CH:8][N:7]=1)[CH2:2][CH2:3][CH3:4], predict the reactants needed to synthesize it. The reactants are: [CH2:1]([O:5][C:6]1[CH:14]=[CH:13][C:9]([C:10]([OH:12])=O)=[CH:8][N:7]=1)[CH2:2][CH2:3][CH3:4].[F:15][C:16]1[CH:22]=[C:21]([F:23])[CH:20]=[CH:19][C:17]=1[NH2:18].CCN(C(C)C)C(C)C.CN(C(ON1N=NC2C=CC=NC1=2)=[N+](C)C)C.F[P-](F)(F)(F)(F)F. (6) Given the product [C:12]([O:16][C:17]([N:19]1[CH2:20][CH:21]=[C:22]([C:2]2[CH:3]=[C:4]3[C:9](=[CH:10][CH:11]=2)[N:8]=[CH:7][CH:6]=[N:5]3)[CH2:23][CH2:24]1)=[O:18])([CH3:15])([CH3:13])[CH3:14], predict the reactants needed to synthesize it. The reactants are: Br[C:2]1[CH:3]=[C:4]2[C:9](=[CH:10][CH:11]=1)[N:8]=[CH:7][CH:6]=[N:5]2.[C:12]([O:16][C:17]([N:19]1[CH2:24][CH:23]=[C:22](B2OC(C)(C)C(C)(C)O2)[CH2:21][CH2:20]1)=[O:18])([CH3:15])([CH3:14])[CH3:13].C(=O)([O-])[O-].[Na+].[Na+].C(OC(=O)C)C.